This data is from Peptide-MHC class II binding affinity with 134,281 pairs from IEDB. The task is: Regression. Given a peptide amino acid sequence and an MHC pseudo amino acid sequence, predict their binding affinity value. This is MHC class II binding data. The peptide sequence is FLIYITELLKKLQST. The MHC is DRB1_1201 with pseudo-sequence DRB1_1201. The binding affinity (normalized) is 0.192.